Dataset: Catalyst prediction with 721,799 reactions and 888 catalyst types from USPTO. Task: Predict which catalyst facilitates the given reaction. (1) The catalyst class is: 15. Reactant: Cl[C:2]1[CH:3]=[C:4]([NH2:9])[CH:5]=[CH:6][C:7]=1F.[C:10]([O-:13])(=[O:12])C.[K+].BrBr.[O-:17]S([O-])=O.[Na+].[Na+]. Product: [NH2:9][C:4]1[CH:5]=[CH:6][C:7]([OH:17])=[CH:2][C:3]=1[C:10]([OH:13])=[O:12]. (2) Reactant: [ClH:1].Cl.[CH2:3]([N:10]1[CH2:15][CH2:14][NH:13][CH2:12][CH2:11]1)[C:4]1[CH:9]=[CH:8][CH:7]=[CH:6][CH:5]=1.Br[CH:17]([CH3:33])[C:18]([C:20]1[CH:29]=[CH:28][C:27]2[C:22](=[CH:23][CH:24]=[C:25]([O:31][CH3:32])[C:26]=2[Cl:30])[CH:21]=1)=[O:19].C(N(CC)CC)C. Product: [ClH:30].[ClH:1].[CH2:3]([N:10]1[CH2:15][CH2:14][N:13]([CH:17]([C:18]([C:20]2[CH:29]=[CH:28][C:27]3[C:22](=[CH:23][CH:24]=[C:25]([O:31][CH3:32])[C:26]=3[Cl:30])[CH:21]=2)=[O:19])[CH3:33])[CH2:12][CH2:11]1)[C:4]1[CH:5]=[CH:6][CH:7]=[CH:8][CH:9]=1. The catalyst class is: 48.